Dataset: Forward reaction prediction with 1.9M reactions from USPTO patents (1976-2016). Task: Predict the product of the given reaction. (1) Given the reactants [CH3:1][C:2]1[CH:3]=[N:4][CH:5]=[CH:6][C:7]=1[C:8]1[NH:25][C:11]2=[N:12][CH:13]=[C:14](B3OC(C)(C)C(C)(C)O3)[CH:15]=[C:10]2[CH:9]=1.Br[C:27]1[C:28]([CH3:37])=[CH:29][C:30]([S:33]([CH3:36])(=[O:35])=[O:34])=[N:31][CH:32]=1, predict the reaction product. The product is: [CH3:37][C:28]1[CH:29]=[C:30]([S:33]([CH3:36])(=[O:35])=[O:34])[N:31]=[CH:32][C:27]=1[C:14]1[CH:15]=[C:10]2[CH:9]=[C:8]([C:7]3[CH:6]=[CH:5][N:4]=[CH:3][C:2]=3[CH3:1])[NH:25][C:11]2=[N:12][CH:13]=1. (2) Given the reactants Br[C:2]1[CH:7]=[CH:6][C:5]([Br:8])=[CH:4][N:3]=1.[CH3:9][O-:10].[Na+], predict the reaction product. The product is: [CH3:9][O:10][C:2]1[CH:7]=[CH:6][C:5]([Br:8])=[CH:4][N:3]=1. (3) Given the reactants N1C=CN=CN=1.[CH2:7]([O:14][C:15]1[CH:20]=[CH:19][C:18]([CH:21]2[CH2:26][CH2:25][C:24]([N:27]3[CH2:31][CH2:30][CH2:29][CH2:28]3)=C[CH2:22]2)=[CH:17][CH:16]=1)[C:8]1[CH:13]=[CH:12][CH:11]=[CH:10][CH:9]=1.[Cl-].[NH4+].ClCCl, predict the reaction product. The product is: [CH2:7]([O:14][C:15]1[CH:20]=[CH:19][C:18]([CH:21]2[CH2:26][C:25]3[CH:24]=[N:27][CH:28]=[CH:29][C:30]=3[CH2:31][CH2:22]2)=[CH:17][CH:16]=1)[C:8]1[CH:9]=[CH:10][CH:11]=[CH:12][CH:13]=1. (4) Given the reactants Br[CH:2]([CH3:5])[CH2:3][OH:4].F[C:7](N(CC)CC)([F:11])[CH:8](F)Cl.[F-].Br[CH2:19][CH2:20][CH2:21][CH2:22][CH2:23][CH2:24][CH2:25][CH2:26][CH2:27][CH2:28][CH2:29]CCO, predict the reaction product. The product is: [F:11][CH:7]([CH3:8])[CH2:29][CH2:28][CH2:27][CH2:26][CH2:25][CH2:24][CH2:23][CH2:22][CH2:21][CH2:20][CH2:19][CH2:5][CH2:2][CH2:3][OH:4]. (5) The product is: [NH2:1][C:2]1[NH:3][C:4](=[O:20])[C:5]2[N:6]([CH2:21][C:22]3[CH:27]=[CH:26][CH:25]=[CH:24][CH:23]=3)[CH:7]=[N:8][C:9]=2[N:10]=1. Given the reactants [NH2:1][C:2]1[NH:3][C:4](=[O:20])[C:5]2[N:6]=[CH:7][N:8]([C@H]3C[C@@H](CO)[C@H](O)[C@@H]3O)[C:9]=2[N:10]=1.[CH2:21](Br)[C:22]1[CH:27]=[CH:26][CH:25]=[CH:24][CH:23]=1.Cl.[OH-].[Na+], predict the reaction product. (6) Given the reactants C1(P(C2C=CC=CC=2)C2C=CC=CC=2)C=CC=CC=1.[F:20][C:21]([F:39])([F:38])[S:22]([O:25][C:26]1[C:35]([CH2:36]O)=[CH:34][C:33]2[CH2:32][CH2:31][CH2:30][CH2:29][C:28]=2[CH:27]=1)(=[O:24])=[O:23].C(Br)(Br)(Br)[Br:41], predict the reaction product. The product is: [F:20][C:21]([F:39])([F:38])[S:22]([O:25][C:26]1[C:35]([CH2:36][Br:41])=[CH:34][C:33]2[CH2:32][CH2:31][CH2:30][CH2:29][C:28]=2[CH:27]=1)(=[O:24])=[O:23]. (7) The product is: [ClH:1].[Cl:1][C:2]1[C:3]([O:27][CH3:28])=[C:4]([NH:9][S:10]([C:13]2[CH:18]=[CH:17][C:16]([O:19][CH3:20])=[C:15]([N:21]3[CH2:22][CH2:23][NH:24][CH2:25][CH2:26]3)[CH:14]=2)(=[O:12])=[O:11])[CH:5]=[C:6]([Cl:8])[CH:7]=1. Given the reactants [Cl:1][C:2]1[C:3]([O:27][CH3:28])=[C:4]([NH:9][S:10]([C:13]2[CH:18]=[CH:17][C:16]([O:19][CH3:20])=[C:15]([N:21]3[CH2:26][CH2:25][NH:24][CH2:23][CH2:22]3)[CH:14]=2)(=[O:12])=[O:11])[CH:5]=[C:6]([Cl:8])[CH:7]=1.Cl, predict the reaction product. (8) Given the reactants [SH:1][C:2]1[N:3]([CH3:8])[C:4]([CH3:7])=[CH:5][N:6]=1.[NH2:9][C:10]1[CH:15]=[N:14][C:13]([CH3:16])=[CH:12][N:11]=1.Cl[C:18]1[C:19]2[N:27]=[C:26](Cl)[CH:25]=[CH:24][C:20]=2[N:21]=[CH:22][N:23]=1, predict the reaction product. The product is: [CH3:8][N:3]1[C:4]([CH3:7])=[CH:5][N:6]=[C:2]1[S:1][C:26]1[CH:25]=[CH:24][C:20]2[N:21]=[CH:22][N:23]=[C:18]([NH:9][C:10]3[CH:15]=[N:14][C:13]([CH3:16])=[CH:12][N:11]=3)[C:19]=2[N:27]=1. (9) The product is: [OH:31][NH:30][C:23](=[O:24])[C@H:22]([OH:26])[C@@H:17]([C:15]([N:12]1[CH2:11][CH2:10][N:9]([C:6]2[CH:7]=[CH:8][C:3]([O:2][CH3:1])=[CH:4][CH:5]=2)[CH2:14][CH2:13]1)=[O:16])[CH2:18][CH:19]([CH3:20])[CH3:21]. Given the reactants [CH3:1][O:2][C:3]1[CH:8]=[CH:7][C:6]([N:9]2[CH2:14][CH2:13][N:12]([C:15]([C@H:17]([C@H:22]3[O:26]C(C)(C)[O:24][C:23]3=O)[CH2:18][CH:19]([CH3:21])[CH3:20])=[O:16])[CH2:11][CH2:10]2)=[CH:5][CH:4]=1.[NH2:30][OH:31], predict the reaction product.